Dataset: Reaction yield outcomes from USPTO patents with 853,638 reactions. Task: Predict the reaction yield, written as a fraction of the theoretical maximum amount of product (1.0 means a 100% yield; for example, 0.34 means a 34% yield). (1) The reactants are Br[C:2]1[S:6][C:5]([C:7]([O:9][CH2:10][CH3:11])=[O:8])=[CH:4][CH:3]=1.[N:12]1[CH:17]=[CH:16][C:15](B(O)O)=[CH:14][CH:13]=1.C(=O)([O-])[O-].[Cs+].[Cs+]. The catalyst is O1CCOCC1.O.C(Cl)Cl.C1C=CC([P]([Pd]([P](C2C=CC=CC=2)(C2C=CC=CC=2)C2C=CC=CC=2)([P](C2C=CC=CC=2)(C2C=CC=CC=2)C2C=CC=CC=2)[P](C2C=CC=CC=2)(C2C=CC=CC=2)C2C=CC=CC=2)(C2C=CC=CC=2)C2C=CC=CC=2)=CC=1. The product is [N:12]1[CH:17]=[CH:16][C:15]([C:2]2[S:6][C:5]([C:7]([O:9][CH2:10][CH3:11])=[O:8])=[CH:4][CH:3]=2)=[CH:14][CH:13]=1. The yield is 0.660. (2) The product is [Cl:1][C:2]1[CH:3]=[C:4]([NH:8][C:9]2[N:10]=[C:11]([NH2:12])[NH:19][N:18]=2)[CH:5]=[CH:6][CH:7]=1. The catalyst is ClCCl. The yield is 0.900. The reactants are [Cl:1][C:2]1[CH:3]=[C:4]([NH:8]/[C:9](/SC)=[N:10]/[C:11]#[N:12])[CH:5]=[CH:6][CH:7]=1.C(O)C.[NH2:18][NH2:19].CO. (3) No catalyst specified. The product is [F:11][CH:10]([F:12])[O:9][C:8]1[C:3]([O:14][CH3:13])=[N:4][CH:5]=[CH:6][CH:7]=1. The yield is 0.560. The reactants are [Na].Cl[C:3]1[C:8]([O:9][CH:10]([F:12])[F:11])=[CH:7][CH:6]=[CH:5][N:4]=1.[CH3:13][OH:14]. (4) The reactants are [OH:1][C@H:2]1[C:7]([CH3:9])([CH3:8])[CH2:6][CH2:5][C@@H:4]([N:10]2C(=O)C3C(=CC=CC=3)C2=O)[CH2:3]1.O[C@@H]1C(C)(C)CC[C@H](N2C(=O)C3C(=CC=CC=3)C2=O)C1.O.NN.[ClH:44].Cl.N[C@H]1C[C@@H](O)C(C)(C)CC1. The catalyst is C(O)C. The product is [ClH:44].[NH2:10][C@@H:4]1[CH2:3][C@H:2]([OH:1])[C:7]([CH3:9])([CH3:8])[CH2:6][CH2:5]1. The yield is 1.15. (5) The reactants are [CH2:1]([N:8]1[CH:12]=[CH:11][CH:10]=[C:9]1[C:13]1[N:18]=[C:17](Cl)[N:16]=[C:15](Cl)[N:14]=1)[C:2]1[CH:7]=[CH:6][CH:5]=[CH:4][CH:3]=1.[NH2:21][C:22]1[CH:34]=[CH:33][C:25]([C:26]([O:28][CH2:29][CH2:30][CH2:31][CH3:32])=[O:27])=[CH:24][CH:23]=1.[C:35](=[O:38])([O-])[O-:36].[K+].[K+]. The catalyst is O1CCOCC1. The product is [CH2:1]([N:8]1[CH:12]=[CH:11][CH:10]=[C:9]1[C:13]1[N:18]=[C:17]([NH:21][C:22]2[CH:23]=[CH:24][C:25]([C:26]([O:28][CH2:29][CH2:30][CH2:31][CH3:32])=[O:27])=[CH:33][CH:34]=2)[N:16]=[C:15]([NH:21][C:22]2[CH:34]=[CH:33][C:25]([C:35]([O:36][CH2:32][CH2:31][CH2:30][CH3:29])=[O:38])=[CH:24][CH:23]=2)[N:14]=1)[C:2]1[CH:7]=[CH:6][CH:5]=[CH:4][CH:3]=1. The yield is 0.320.